Dataset: Forward reaction prediction with 1.9M reactions from USPTO patents (1976-2016). Task: Predict the product of the given reaction. (1) Given the reactants [C:1]([C:3]1[CH:4]=[C:5]([C:13]2[O:17][N:16]=[C:15]([C:18]3[CH:19]=[C:20]4[C:24](=[CH:25][C:26]=3[CH3:27])[N:23]([CH2:28][CH2:29][CH2:30][C:31]([O:33]CC)=[O:32])[N:22]=[CH:21]4)[N:14]=2)[CH:6]=[CH:7][C:8]=1[O:9][CH:10]([CH3:12])[CH3:11])#[N:2].[OH-].[Na+].CO.Cl, predict the reaction product. The product is: [C:1]([C:3]1[CH:4]=[C:5]([C:13]2[O:17][N:16]=[C:15]([C:18]3[CH:19]=[C:20]4[C:24](=[CH:25][C:26]=3[CH3:27])[N:23]([CH2:28][CH2:29][CH2:30][C:31]([OH:33])=[O:32])[N:22]=[CH:21]4)[N:14]=2)[CH:6]=[CH:7][C:8]=1[O:9][CH:10]([CH3:12])[CH3:11])#[N:2]. (2) The product is: [F:30][C:31]1[CH:39]=[CH:38][C:34]([C:35]([NH:1][CH2:2][C:3]2[CH:12]=[CH:11][CH:10]=[C:9]3[C:4]=2[CH:5]=[CH:6][C:7]([NH:13][C@H:14]2[C:22]4[C:17](=[CH:18][CH:19]=[CH:20][CH:21]=4)[CH2:16][CH2:15]2)=[N:8]3)=[O:36])=[CH:33][CH:32]=1. Given the reactants [NH2:1][CH2:2][C:3]1[CH:12]=[CH:11][CH:10]=[C:9]2[C:4]=1[CH:5]=[CH:6][C:7]([NH:13][C@H:14]1[C:22]3[C:17](=[CH:18][CH:19]=[CH:20][CH:21]=3)[CH2:16][CH2:15]1)=[N:8]2.C(N(CC)CC)C.[F:30][C:31]1[CH:39]=[CH:38][C:34]([C:35](Cl)=[O:36])=[CH:33][CH:32]=1, predict the reaction product. (3) Given the reactants C1C2C(COC([NH:18][C@@H:19]([C:24]([NH:26][CH2:27][C:28]([O:30]C)=O)=[O:25])[CH2:20][CH2:21][CH2:22][CH3:23])=O)C3C(=CC=CC=3)C=2C=CC=1.ClCCl.N1CCCCC1, predict the reaction product. The product is: [CH2:20]([C@H:19]1[NH:18][C:28](=[O:30])[CH2:27][NH:26][C:24]1=[O:25])[CH2:21][CH2:22][CH3:23]. (4) Given the reactants CON(C)[C:4]([C:6]1[N:7]=[CH:8][N:9]([C:11]2[CH:16]=[CH:15][CH:14]=[C:13]([C:17]3[C:18]([F:23])=[N:19][CH:20]=[CH:21][CH:22]=3)[CH:12]=2)[CH:10]=1)=[O:5].Br[C:26]1[C:31]([CH3:32])=[CH:30][CH:29]=[CH:28][N:27]=1, predict the reaction product. The product is: [F:23][C:18]1[C:17]([C:13]2[CH:12]=[C:11]([N:9]3[CH:10]=[C:6]([C:4]([C:26]4[C:31]([CH3:32])=[CH:30][CH:29]=[CH:28][N:27]=4)=[O:5])[N:7]=[CH:8]3)[CH:16]=[CH:15][CH:14]=2)=[CH:22][CH:21]=[CH:20][N:19]=1.